From a dataset of Forward reaction prediction with 1.9M reactions from USPTO patents (1976-2016). Predict the product of the given reaction. (1) Given the reactants [Br:1][C:2]1[CH:3]=[C:4](S(C)(=O)=O)[C:5]2[N:6]([C:8]([C:11]3[CH:22]=[CH:21][C:14]([C:15]([NH:17][CH:18]4[CH2:20][CH2:19]4)=[O:16])=[C:13]([CH3:23])[CH:12]=3)=[CH:9][N:10]=2)[N:7]=1.[CH3:28][S:29]([CH2:32][CH2:33][NH2:34])(=[O:31])=[O:30].CCN(C(C)C)C(C)C, predict the reaction product. The product is: [Br:1][C:2]1[CH:3]=[C:4]([NH:34][CH2:33][CH2:32][S:29]([CH3:28])(=[O:31])=[O:30])[C:5]2[N:6]([C:8]([C:11]3[CH:22]=[CH:21][C:14]([C:15]([NH:17][CH:18]4[CH2:20][CH2:19]4)=[O:16])=[C:13]([CH3:23])[CH:12]=3)=[CH:9][N:10]=2)[N:7]=1. (2) Given the reactants [CH:1]1([CH:7]([NH:26][C:27]2[CH:32]=[CH:31][C:30]([C:33]([N:35]([CH3:43])[CH2:36][CH2:37][C:38]([O:40]CC)=[O:39])=[O:34])=[CH:29][CH:28]=2)[C:8]2[O:9][C:10]3[CH:17]=[CH:16][C:15]([O:18][CH2:19][C:20]4[CH:25]=[CH:24][CH:23]=[CH:22][N:21]=4)=[CH:14][C:11]=3[C:12]=2[CH3:13])[CH2:6][CH2:5][CH2:4][CH2:3][CH2:2]1.[OH-].[Na+], predict the reaction product. The product is: [CH:1]1([CH:7]([NH:26][C:27]2[CH:28]=[CH:29][C:30]([C:33]([N:35]([CH3:43])[CH2:36][CH2:37][C:38]([OH:40])=[O:39])=[O:34])=[CH:31][CH:32]=2)[C:8]2[O:9][C:10]3[CH:17]=[CH:16][C:15]([O:18][CH2:19][C:20]4[CH:25]=[CH:24][CH:23]=[CH:22][N:21]=4)=[CH:14][C:11]=3[C:12]=2[CH3:13])[CH2:6][CH2:5][CH2:4][CH2:3][CH2:2]1. (3) Given the reactants C([O:3][C:4](=[O:18])[CH2:5][CH:6]1[O:10][B:9]([OH:11])[C:8]2[CH:12]=[C:13]([OH:17])[CH:14]=[C:15]([CH3:16])[C:7]1=2)C.[OH-].[Li+], predict the reaction product. The product is: [OH:11][B:9]1[C:8]2[CH:12]=[C:13]([OH:17])[CH:14]=[C:15]([CH3:16])[C:7]=2[CH:6]([CH2:5][C:4]([OH:18])=[O:3])[O:10]1.